This data is from Forward reaction prediction with 1.9M reactions from USPTO patents (1976-2016). The task is: Predict the product of the given reaction. (1) Given the reactants C(NC(C)C)(C)C.[Li]CCCC.[F:13][C:14]1[CH:15]=[N:16][CH:17]=[CH:18][CH:19]=1.[C:20]([N:27]1[CH2:32][CH2:31][CH:30]([CH:33]=[O:34])[CH2:29][CH2:28]1)([O:22][C:23]([CH3:26])([CH3:25])[CH3:24])=[O:21], predict the reaction product. The product is: [F:13][C:14]1[CH:15]=[N:16][CH:17]=[CH:18][C:19]=1[CH:33]([OH:34])[CH:30]1[CH2:31][CH2:32][N:27]([C:20]([O:22][C:23]([CH3:25])([CH3:24])[CH3:26])=[O:21])[CH2:28][CH2:29]1. (2) Given the reactants [CH2:1]([N:3]([CH2:21][CH2:22][S:23][CH3:24])[C:4]([C:6]1[S:10][C:9]([C:11]2[CH:12]=[N:13][CH:14]=[CH:15][CH:16]=2)=[N:8][C:7]=1[C:17]([F:20])([F:19])[F:18])=[O:5])[CH3:2].B1([O-])OO1.[OH2:29].[OH2:30].O.O.[Na+].C(=O)([O-])O.[Na+], predict the reaction product. The product is: [CH2:1]([N:3]([CH2:21][CH2:22][S:23]([CH3:24])(=[O:30])=[O:29])[C:4]([C:6]1[S:10][C:9]([C:11]2[CH:12]=[N:13][CH:14]=[CH:15][CH:16]=2)=[N:8][C:7]=1[C:17]([F:19])([F:18])[F:20])=[O:5])[CH3:2]. (3) The product is: [NH:29]1[CH:28]=[C:27]([C:23]2[CH:22]=[C:21]3[C:26](=[CH:25][CH:24]=2)[N:17]([CH2:16][CH:13]2[CH2:12][CH2:11][N:10]([C:8](=[O:9])[CH2:7][C:1]4[CH:2]=[CH:3][CH:4]=[CH:5][CH:6]=4)[CH2:15][CH2:14]2)[CH2:18][CH2:19][CH2:20]3)[CH:31]=[N:30]1. Given the reactants [C:1]1([CH2:7][C:8]([N:10]2[CH2:15][CH2:14][CH:13]([CH2:16][N:17]3[C:26]4[C:21](=[CH:22][C:23]([C:27]5[CH:28]=[N:29][N:30](C6CCCCO6)[CH:31]=5)=[CH:24][CH:25]=4)[CH2:20][CH2:19][CH2:18]3)[CH2:12][CH2:11]2)=[O:9])[CH:6]=[CH:5][CH:4]=[CH:3][CH:2]=1.CC1C=CC(S(O)(=O)=O)=CC=1.CO.ClCCl, predict the reaction product. (4) Given the reactants [CH:1]1([CH2:6][C@H:7]([C:11]2[CH:16]=[CH:15][CH:14]=[C:13]([S:17]([CH3:20])(=[O:19])=[O:18])[CH:12]=2)[C:8]([OH:10])=O)[CH2:5][CH2:4][CH2:3][CH2:2]1.C(Cl)(=O)C(Cl)=O.CCN(C(C)C)C(C)C.[NH2:36][C:37]1[CH:41]=[CH:40][N:39]([CH2:42][C:43]([CH3:46])([OH:45])[CH3:44])[N:38]=1, predict the reaction product. The product is: [CH:1]1([CH2:6][C@H:7]([C:11]2[CH:16]=[CH:15][CH:14]=[C:13]([S:17]([CH3:20])(=[O:19])=[O:18])[CH:12]=2)[C:8]([NH:36][C:37]2[CH:41]=[CH:40][N:39]([CH2:42][C:43]([OH:45])([CH3:44])[CH3:46])[N:38]=2)=[O:10])[CH2:2][CH2:3][CH2:4][CH2:5]1. (5) Given the reactants [Cl:1][C:2]1[CH:16]=[C:15]([N+:17]([O-])=O)[CH:14]=[CH:13][C:3]=1[O:4][CH2:5][C:6]1[CH:11]=[CH:10][CH:9]=[C:8]([CH3:12])[N:7]=1, predict the reaction product. The product is: [Cl:1][C:2]1[CH:16]=[C:15]([CH:14]=[CH:13][C:3]=1[O:4][CH2:5][C:6]1[CH:11]=[CH:10][CH:9]=[C:8]([CH3:12])[N:7]=1)[NH2:17]. (6) Given the reactants [Cl:1][C:2]1[S:6][C:5]([C:7]2[N:12]=[C:11]([NH:13][C:14]3[CH:21]=[CH:20][C:17]([CH:18]=O)=[CH:16][CH:15]=3)[C:10]([CH2:22][CH3:23])=[C:9]([CH3:24])[N:8]=2)=[CH:4][CH:3]=1.C[Si](C)(C)[O:27][C:28]1[CH2:31][CH2:30][C:29]=1[O:32][Si](C)(C)C.B(F)(F)F.CCOCC.C(=O)(O)[O-].[Na+], predict the reaction product. The product is: [Cl:1][C:2]1[S:6][C:5]([C:7]2[N:12]=[C:11]([NH:13][C:14]3[CH:21]=[CH:20][C:17]([C:18]4[C:28](=[O:27])[CH2:31][CH2:30][C:29]=4[OH:32])=[CH:16][CH:15]=3)[C:10]([CH2:22][CH3:23])=[C:9]([CH3:24])[N:8]=2)=[CH:4][CH:3]=1. (7) Given the reactants [Cl:1][C:2]1[C:10]([Cl:11])=[C:9]2[C:5]([CH2:6][C:7]([CH:14]3[CH2:18][CH2:17][CH2:16][CH2:15]3)([CH3:13])[C:8]2=[O:12])=[CH:4][C:3]=1[C:19]1[CH:26]=[CH:25][C:22]([C:23]#[N:24])=[CH:21][CH:20]=1.[N:27]([Si](C)(C)C)=[N+:28]=[N-:29].C([Sn](=O)CCCC)CCC, predict the reaction product. The product is: [Cl:1][C:2]1[C:10]([Cl:11])=[C:9]2[C:5]([CH2:6][C:7]([CH:14]3[CH2:18][CH2:17][CH2:16][CH2:15]3)([CH3:13])[C:8]2=[O:12])=[CH:4][C:3]=1[C:19]1[CH:26]=[CH:25][C:22]([C:23]2[NH:29][N:28]=[N:27][N:24]=2)=[CH:21][CH:20]=1. (8) Given the reactants [C:1]1([S:7]([N:10]2[C:18]3[C:13](=[CH:14][CH:15]=[CH:16][CH:17]=3)[C:12]([CH2:19][CH2:20][CH:21]([OH:23])[CH3:22])=[CH:11]2)(=[O:9])=[O:8])[CH:6]=[CH:5][CH:4]=[CH:3][CH:2]=1.CCN(CC)CC.Cl[S:32]([N:35]=C=O)(=[O:34])=[O:33].C(O)=O, predict the reaction product. The product is: [S:32](=[O:34])(=[O:33])([O:23][CH:21]([CH2:20][CH2:19][C:12]1[C:13]2[C:18](=[CH:17][CH:16]=[CH:15][CH:14]=2)[N:10]([S:7]([C:1]2[CH:2]=[CH:3][CH:4]=[CH:5][CH:6]=2)(=[O:8])=[O:9])[CH:11]=1)[CH3:22])[NH2:35]. (9) Given the reactants [Br:1][C:2]1[N:3]=[C:4]([C:16]2[CH:21]=[CH:20][C:19]([C:22]([F:25])([F:24])[F:23])=[CH:18][CH:17]=2)[N:5]([CH2:8][O:9][CH2:10][CH2:11][Si:12]([CH3:15])([CH3:14])[CH3:13])[C:6]=1Br.[Li]CCCC.[Cl:31][C:32]1[N:37]=[CH:36][CH:35]=[CH:34][N:33]=1, predict the reaction product. The product is: [Br:1][C:2]1[N:3]=[C:4]([C:16]2[CH:21]=[CH:20][C:19]([C:22]([F:25])([F:24])[F:23])=[CH:18][CH:17]=2)[N:5]([CH2:8][O:9][CH2:10][CH2:11][Si:12]([CH3:15])([CH3:14])[CH3:13])[C:6]=1[CH:36]1[NH:37][C:32]([Cl:31])=[N:33][CH:34]=[CH:35]1.